From a dataset of Forward reaction prediction with 1.9M reactions from USPTO patents (1976-2016). Predict the product of the given reaction. (1) Given the reactants [CH2:1]([N:8]1[CH2:13][CH2:12][C:11]2([C:21]3[C:20]([C:22]#[N:23])=[CH:19][CH:18]=[CH:17][C:16]=3[NH:15][C:14]2=O)[CH2:10][CH2:9]1)[C:2]1[CH:7]=[CH:6][CH:5]=[CH:4][CH:3]=1, predict the reaction product. The product is: [CH2:1]([N:8]1[CH2:13][CH2:12][C:11]2([C:21]3[C:16](=[CH:17][CH:18]=[CH:19][C:20]=3[CH2:22][NH2:23])[NH:15][CH2:14]2)[CH2:10][CH2:9]1)[C:2]1[CH:7]=[CH:6][CH:5]=[CH:4][CH:3]=1. (2) Given the reactants [F:1][C:2]([F:9])([F:8])[CH2:3][S:4](Cl)(=[O:6])=[O:5].[CH2:10]([N:12]1[C:16]([O:17][C:18]2[CH:23]=[CH:22][C:21]([C:24]([F:27])([F:26])[F:25])=[CH:20][CH:19]=2)=[CH:15][C:14]([C:28]2[CH:29]=[C:30]([C:34]([NH2:37])([CH3:36])[CH3:35])[CH:31]=[CH:32][CH:33]=2)=[N:13]1)[CH3:11].C(N(CC)CC)C, predict the reaction product. The product is: [CH2:10]([N:12]1[C:16]([O:17][C:18]2[CH:23]=[CH:22][C:21]([C:24]([F:26])([F:25])[F:27])=[CH:20][CH:19]=2)=[CH:15][C:14]([C:28]2[CH:29]=[C:30]([C:34]([NH:37][S:4]([CH2:3][C:2]([F:9])([F:8])[F:1])(=[O:6])=[O:5])([CH3:36])[CH3:35])[CH:31]=[CH:32][CH:33]=2)=[N:13]1)[CH3:11]. (3) Given the reactants [NH2:1][CH2:2][CH2:3][O:4][CH2:5][CH2:6][NH:7][C:8](=[O:14])[O:9][C:10]([CH3:13])([CH3:12])[CH3:11].[C:15](O)(=[O:22])[C:16]1[CH:21]=[CH:20][CH:19]=[N:18][CH:17]=1.CCN=C=NCCCN(C)C, predict the reaction product. The product is: [C:15]([NH:1][CH2:2][CH2:3][O:4][CH2:5][CH2:6][NH:7][C:8](=[O:14])[O:9][C:10]([CH3:11])([CH3:13])[CH3:12])(=[O:22])[C:16]1[CH:21]=[CH:20][CH:19]=[N:18][CH:17]=1.